This data is from Catalyst prediction with 721,799 reactions and 888 catalyst types from USPTO. The task is: Predict which catalyst facilitates the given reaction. (1) Reactant: [OH:1][C:2]1[CH:9]=[CH:8][C:5]([CH:6]=[O:7])=[CH:4][C:3]=1[CH3:10].C(=O)([O-])[O-].[Cs+].[Cs+].Br[CH2:18][C:19]([O:21][CH3:22])=[O:20].Cl. Product: [CH3:22][O:21][C:19](=[O:20])[CH2:18][O:1][C:2]1[CH:9]=[CH:8][C:5]([CH:6]=[O:7])=[CH:4][C:3]=1[CH3:10]. The catalyst class is: 10. (2) Reactant: [F:1][C:2]([F:47])([F:46])[C:3]1[CH:4]=[C:5]([C@H:13]2[O:17][C:16](=[O:18])[N:15]([CH2:19][C:20]3[C:25]([N:26]([CH2:29][C@H:30]4[CH2:35][CH2:34][C@H:33]([CH2:36][C:37]([O:39][CH2:40][CH3:41])=[O:38])[CH2:32][CH2:31]4)[CH2:27][CH3:28])=[CH:24][CH:23]=[C:22]([C:42]([CH3:44])=[CH2:43])[N:21]=3)[C@H:14]2[CH3:45])[CH:6]=[C:7]([C:9]([F:12])([F:11])[F:10])[CH:8]=1. Product: [F:46][C:2]([F:1])([F:47])[C:3]1[CH:4]=[C:5]([C@H:13]2[O:17][C:16](=[O:18])[N:15]([CH2:19][C:20]3[C:25]([N:26]([CH2:29][C@H:30]4[CH2:35][CH2:34][C@H:33]([CH2:36][C:37]([O:39][CH2:40][CH3:41])=[O:38])[CH2:32][CH2:31]4)[CH2:27][CH3:28])=[CH:24][CH:23]=[C:22]([CH:42]([CH3:44])[CH3:43])[N:21]=3)[C@H:14]2[CH3:45])[CH:6]=[C:7]([C:9]([F:10])([F:11])[F:12])[CH:8]=1. The catalyst class is: 350. (3) Reactant: [NH2:1][CH2:2][CH:3]([OH:23])[CH2:4][N:5]1[CH2:10][CH2:9][N:8]([CH2:11][C:12]([NH:14][C:15]2[C:20]([CH3:21])=[CH:19][CH:18]=[CH:17][C:16]=2[CH3:22])=[O:13])[CH2:7][CH2:6]1.C(N(CC)CC)C.Cl[C:32]1[S:33][C:34]2[CH:40]=[CH:39][CH:38]=[CH:37][C:35]=2[N:36]=1. Product: [S:33]1[C:34]2[CH:40]=[CH:39][CH:38]=[CH:37][C:35]=2[N:36]=[C:32]1[NH:1][CH2:2][CH:3]([OH:23])[CH2:4][N:5]1[CH2:10][CH2:9][N:8]([CH2:11][C:12]([NH:14][C:15]2[C:20]([CH3:21])=[CH:19][CH:18]=[CH:17][C:16]=2[CH3:22])=[O:13])[CH2:7][CH2:6]1. The catalyst class is: 8. (4) Reactant: [OH-].[Na+].C[O:4][C:5]([C:7]1[CH:8]=[CH:9][C:10]([O:13][C:14]2[CH:31]=[CH:30][C:17]3[CH2:18][CH2:19][N:20]([C:23]([O:25][C:26]([CH3:29])([CH3:28])[CH3:27])=[O:24])[CH2:21][CH2:22][C:16]=3[CH:15]=2)=[N:11][CH:12]=1)=[O:6].Cl. Product: [CH3:29][C:26]([O:25][C:23]([N:20]1[CH2:19][CH2:18][C:17]2[CH:30]=[CH:31][C:14]([O:13][C:10]3[N:11]=[CH:12][C:7]([C:5]([OH:6])=[O:4])=[CH:8][CH:9]=3)=[CH:15][C:16]=2[CH2:22][CH2:21]1)=[O:24])([CH3:27])[CH3:28]. The catalyst class is: 21. (5) Reactant: [S:1]([O-:6])(O[O-])(=O)=[O:2].[K+].[K+].[C:9]([NH:12][C:13]1[S:14][C:15]([C:34]([NH:36][CH2:37][C:38]2[CH:43]=[CH:42][C:41](SC)=[CH:40][CH:39]=2)=[O:35])=[C:16]([CH2:18][CH2:19][C:20]2[CH:25]=[CH:24][C:23]([NH:26][C:27](=[O:33])[O:28][C:29]([CH3:32])([CH3:31])[CH3:30])=[CH:22][CH:21]=2)[N:17]=1)(=[O:11])[CH3:10].[CH2:46]1COCC1. Product: [C:9]([NH:12][C:13]1[S:14][C:15]([C:34]([NH:36][CH2:37][C:38]2[CH:39]=[CH:40][C:41]([S:1]([CH3:46])(=[O:6])=[O:2])=[CH:42][CH:43]=2)=[O:35])=[C:16]([CH2:18][CH2:19][C:20]2[CH:21]=[CH:22][C:23]([NH:26][C:27](=[O:33])[O:28][C:29]([CH3:32])([CH3:31])[CH3:30])=[CH:24][CH:25]=2)[N:17]=1)(=[O:11])[CH3:10]. The catalyst class is: 6. (6) Reactant: [C:1]([NH:4][NH:5][C:6](=O)[C:7]1[CH:12]=[CH:11][N:10]=[CH:9][C:8]=1[F:13])(=O)[CH3:2].COC1C=CC(P2(=S)SP(=S)(C3C=CC(OC)=CC=3)[S:24]2)=CC=1. Product: [F:13][C:8]1[CH:9]=[N:10][CH:11]=[CH:12][C:7]=1[C:6]1[S:24][C:1]([CH3:2])=[N:4][N:5]=1. The catalyst class is: 11. (7) Reactant: Cl.[NH2:2][CH2:3][CH2:4][CH2:5][C:6]([O:8][CH3:9])=[O:7].[CH2:10](Br)[C:11]1[CH:16]=[CH:15][CH:14]=[CH:13][CH:12]=1.C([O-])([O-])=O.[K+].[K+]. Product: [CH2:10]([N:2]([CH2:10][C:11]1[CH:16]=[CH:15][CH:14]=[CH:13][CH:12]=1)[CH2:3][CH2:4][CH2:5][C:6]([O:8][CH3:9])=[O:7])[C:11]1[CH:16]=[CH:15][CH:14]=[CH:13][CH:12]=1. The catalyst class is: 23. (8) Reactant: CS(C)=O.[OH:5][C@H:6]1[C@H:11]([N:12]2[CH2:16][CH2:15][O:14][C:13]2=[O:17])[CH2:10][CH2:9][N:8]([C:18]([O:20][C:21]([CH3:24])([CH3:23])[CH3:22])=[O:19])[CH2:7]1. Product: [O:5]=[C:6]1[CH:11]([N:12]2[CH2:16][CH2:15][O:14][C:13]2=[O:17])[CH2:10][CH2:9][N:8]([C:18]([O:20][C:21]([CH3:24])([CH3:23])[CH3:22])=[O:19])[CH2:7]1. The catalyst class is: 34.